The task is: Predict the reaction yield, written as a fraction of the theoretical maximum amount of product (1.0 means a 100% yield; for example, 0.34 means a 34% yield).. This data is from Reaction yield outcomes from USPTO patents with 853,638 reactions. (1) The reactants are [F:1][C:2]1[CH:3]=[CH:4][C:5]([C:8]2[C:12]([CH2:13][NH:14][C:15]3[CH:19]=[C:18]([C:20]([OH:22])=O)[N:17]([CH3:23])[N:16]=3)=[C:11]([CH3:24])[O:10][N:9]=2)=[N:6][CH:7]=1.[CH:25]1([NH2:28])[CH2:27][CH2:26]1. No catalyst specified. The product is [CH:25]1([NH:28][C:20]([C:18]2[N:17]([CH3:23])[N:16]=[C:15]([NH:14][CH2:13][C:12]3[C:8]([C:5]4[CH:4]=[CH:3][C:2]([F:1])=[CH:7][N:6]=4)=[N:9][O:10][C:11]=3[CH3:24])[CH:19]=2)=[O:22])[CH2:27][CH2:26]1. The yield is 0.760. (2) The reactants are C(OC([NH:8][CH2:9][CH2:10][CH2:11][C:12]1[NH:16][C:15]([C:17]2[C:21]([NH:22][C:23](=[O:32])[C:24]3[C:29]([F:30])=[CH:28][CH:27]=[CH:26][C:25]=3[F:31])=[CH:20][N:19](C3CCCCO3)[N:18]=2)=[N:14][C:13]=1C(O)=O)=O)(C)(C)C.C1(OC)C=CC=CC=1.C1(C)C=CC=CC=1.[C:57]([OH:63])(C(F)(F)F)=[O:58]. No catalyst specified. The product is [NH2:8][CH2:9][CH2:10][CH2:11][C:12]1[NH:16][C:15]([C:17]2[C:21]([NH:22][C:23](=[O:32])[C:24]3[C:29]([F:30])=[CH:28][CH:27]=[CH:26][C:25]=3[F:31])=[CH:20][NH:19][N:18]=2)([C:57]([OH:63])=[O:58])[NH:14][CH:13]=1. The yield is 0.990. (3) The reactants are [CH3:1][O:2][C:3]1[CH:8]=[CH:7][C:6]([S:9]([N:12]2[CH2:17][CH2:16][N:15]([CH:18]([C:20]3[N:29]([CH3:30])[C:28](=[O:31])[C:27]4[C:22](=[CH:23][CH:24]=[C:25]([C:32]#[N:33])[CH:26]=4)[N:21]=3)[CH3:19])[CH2:14][CH2:13]2)(=[O:11])=[O:10])=[CH:5][CH:4]=1.[N-:34]=[N+:35]=[N-:36].[Na+].[Cl-].[NH4+]. The catalyst is CN(C=O)C. The product is [CH3:1][O:2][C:3]1[CH:4]=[CH:5][C:6]([S:9]([N:12]2[CH2:13][CH2:14][N:15]([CH:18]([C:20]3[N:29]([CH3:30])[C:28](=[O:31])[C:27]4[C:22](=[CH:23][CH:24]=[C:25]([C:32]5[NH:36][N:35]=[N:34][N:33]=5)[CH:26]=4)[N:21]=3)[CH3:19])[CH2:16][CH2:17]2)(=[O:10])=[O:11])=[CH:7][CH:8]=1. The yield is 0.0980. (4) The reactants are [CH:1]1[C:13]2[NH:12][C:11]3[C:6](=[CH:7][CH:8]=[CH:9][CH:10]=3)[C:5]=2[CH:4]=[CH:3][CH:2]=1.[N:14]1[C:21](Cl)=[N:20][C:18](Cl)=[N:17][C:15]=1[Cl:16].[Li].[CH:24]1[C:36]2[NH:35][C:34]3[C:29](=[CH:30][CH:31]=[CH:32][CH:33]=3)[C:28]=2[CH:27]=[CH:26][CH:25]=1.O. The yield is 0.561. The catalyst is C1COCC1.CCCCCC.N#N. The product is [Cl:16][C:15]1[N:14]=[C:21]([N:12]2[C:11]3[CH:10]=[CH:9][CH:8]=[CH:7][C:6]=3[C:5]3[C:13]2=[CH:1][CH:2]=[CH:3][CH:4]=3)[N:20]=[C:18]([N:35]2[C:36]3[CH:24]=[CH:25][CH:26]=[CH:27][C:28]=3[C:29]3[C:34]2=[CH:33][CH:32]=[CH:31][CH:30]=3)[N:17]=1.